From a dataset of Reaction yield outcomes from USPTO patents with 853,638 reactions. Predict the reaction yield, written as a fraction of the theoretical maximum amount of product (1.0 means a 100% yield; for example, 0.34 means a 34% yield). (1) The reactants are [Cl:1][C:2]1[C:3]([C:8]2(O)[CH2:17][CH2:16][C:11]3([O:15][CH2:14][CH2:13][O:12]3)[CH:10]([CH3:18])[CH2:9]2)=[N:4][CH:5]=[CH:6][CH:7]=1.C(N(S(F)(F)[F:26])CC)C. The catalyst is ClCCl. The product is [Cl:1][C:2]1[C:3]([C:8]2([F:26])[CH2:17][CH2:16][C:11]3([O:15][CH2:14][CH2:13][O:12]3)[CH:10]([CH3:18])[CH2:9]2)=[N:4][CH:5]=[CH:6][CH:7]=1. The yield is 0.480. (2) The reactants are COC[O:4][C:5]1[CH:10]=[CH:9][CH:8]=[CH:7][C:6]=1[C:11]([C:13]1[CH:18]=[CH:17][C:16]([O:19][CH2:20][C:21]2[N:22]=[C:23]([C:27]3[CH:32]=[CH:31][CH:30]=[CH:29][CH:28]=3)[O:24][C:25]=2[CH3:26])=[CH:15][CH:14]=1)=[O:12].Cl. The catalyst is CC(C)=O. The product is [OH:4][C:5]1[CH:10]=[CH:9][CH:8]=[CH:7][C:6]=1[C:11]([C:13]1[CH:14]=[CH:15][C:16]([O:19][CH2:20][C:21]2[N:22]=[C:23]([C:27]3[CH:28]=[CH:29][CH:30]=[CH:31][CH:32]=3)[O:24][C:25]=2[CH3:26])=[CH:17][CH:18]=1)=[O:12]. The yield is 0.820. (3) The reactants are [Br:1][C:2]1[CH:8]=[CH:7][C:5]([NH2:6])=[CH:4][CH:3]=1.I[C:10]1[CH:15]=[CH:14][CH:13]=[CH:12][CH:11]=1.[OH-].[K+].N1[C:31]2[C:22](=[CH:23][CH:24]=[C:25]3[C:30]=2N=CC=C3)C=CC=1. No catalyst specified. The product is [C:10]1([N:6]([C:5]2[CH:7]=[CH:8][C:2]([Br:1])=[CH:3][CH:4]=2)[C:22]2[CH:31]=[CH:30][CH:25]=[CH:24][CH:23]=2)[CH:15]=[CH:14][CH:13]=[CH:12][CH:11]=1. The yield is 0.650. (4) The reactants are [Cl:1][C:2]1[C:11]2[C:6](=[CH:7][C:8]([F:12])=[CH:9][CH:10]=2)[CH:5]=[CH:4][N:3]=1.[Li+].CC([N-]C(C)C)C.C1CCCCC1.[CH2:27]([S:30][S:30][CH2:27][CH2:28][CH3:29])[CH2:28][CH3:29]. The catalyst is C1COCC1. The product is [Cl:1][C:2]1[C:11]2[C:6](=[C:7]([S:30][CH2:27][CH2:28][CH3:29])[C:8]([F:12])=[CH:9][CH:10]=2)[CH:5]=[CH:4][N:3]=1. The yield is 0.360. (5) The reactants are O1CCCC1.[CH2:6]([O:10][C:11]1[CH:16]=[CH:15][C:14]([CH2:17][C:18](Cl)=[N:19][OH:20])=[CH:13][CH:12]=1)[CH2:7][CH2:8][CH3:9].[C:22]([C:24]1[C:25]([NH2:30])=[N:26][CH:27]=[CH:28][CH:29]=1)#[CH:23].C(N(CC)CC)C. The catalyst is O. The product is [CH2:6]([O:10][C:11]1[CH:16]=[CH:15][C:14]([CH2:17][C:18]2[CH:23]=[C:22]([C:24]3[C:25]([NH2:30])=[N:26][CH:27]=[CH:28][CH:29]=3)[O:20][N:19]=2)=[CH:13][CH:12]=1)[CH2:7][CH2:8][CH3:9]. The yield is 0.140. (6) The reactants are [Cl:1][C:2]1[CH:3]=[C:4]2[O:8][C:7]([C:9]3[CH:13]=[CH:12][S:11][CH:10]=3)=[N:6][C:5]2=[C:14]([C:16]([OH:18])=O)[CH:15]=1.Cl.Cl.[NH2:21][C@H:22]1[CH:27]2[CH2:28][CH2:29][N:24]([CH2:25][CH2:26]2)[CH2:23]1.Cl.C(N=C=NCCCN(C)C)C.ON1C2C=CC=CC=2N=N1.C(N(CC)CC)C. The product is [N:24]12[CH2:29][CH2:28][CH:27]([CH2:26][CH2:25]1)[C@H:22]([NH:21][C:16]([C:14]1[CH:15]=[C:2]([Cl:1])[CH:3]=[C:4]3[O:8][C:7]([C:9]4[CH:13]=[CH:12][S:11][CH:10]=4)=[N:6][C:5]=13)=[O:18])[CH2:23]2. The yield is 0.180. The catalyst is CN(C=O)C.ClCCl. (7) The reactants are [NH2:1][C:2]1[CH2:6][CH2:5][C@@H:4]([CH3:7])[C:3]=1[C:8]([O:10]CC)=O.C([O-])=O.[NH4+].[CH:17]([NH2:19])=O. No catalyst specified. The product is [CH3:7][C@H:4]1[C:3]2[C:8]([OH:10])=[N:19][CH:17]=[N:1][C:2]=2[CH2:6][CH2:5]1. The yield is 0.650. (8) The reactants are [CH:1]([NH2:4])([CH3:3])[CH3:2].[CH2:5]=[C:6]1[O:10][C:8](=[O:9])[CH2:7]1. The catalyst is O1CCCC1. The product is [O:10]=[C:6]([CH3:5])[CH2:7][C:8]([NH:4][CH:1]([CH3:3])[CH3:2])=[O:9]. The yield is 0.790.